Dataset: Full USPTO retrosynthesis dataset with 1.9M reactions from patents (1976-2016). Task: Predict the reactants needed to synthesize the given product. (1) Given the product [CH3:1][O:2][C:3]1[CH:4]=[C:5]2[C:10](=[CH:11][CH:12]=1)[N:9]=[C:8]([C:13]1[CH:22]=[CH:21][C:16]([C:17]([OH:19])=[O:18])=[CH:15][CH:14]=1)[CH:7]=[N:6]2, predict the reactants needed to synthesize it. The reactants are: [CH3:1][O:2][C:3]1[CH:4]=[C:5]2[C:10](=[CH:11][CH:12]=1)[N:9]=[C:8]([C:13]1[CH:22]=[CH:21][C:16]([C:17]([O:19]C)=[O:18])=[CH:15][CH:14]=1)[CH:7]=[N:6]2.[OH-].[Na+]. (2) Given the product [Cl:1][C:2]1[CH:3]=[C:4]([O:26][CH:27]([CH3:29])[CH3:28])[C:5]2[CH2:16][CH:15]=[CH:14][CH2:13][CH2:12][C:11]3[CH:17]=[C:18]([CH3:23])[NH:19][C:20](=[O:21])[C:10]=3[CH2:9][NH:8][C:7](=[O:24])[C:6]=2[CH:25]=1, predict the reactants needed to synthesize it. The reactants are: [Cl:1][C:2]1[CH:3]=[C:4]([O:26][CH:27]([CH3:29])[CH3:28])[C:5]2[CH2:16][CH:15]=[CH:14][CH2:13][CH2:12][C:11]3[CH:17]=[C:18]([CH3:23])[N:19]=[C:20]([O:21]C)[C:10]=3[CH2:9][NH:8][C:7](=[O:24])[C:6]=2[CH:25]=1.Cl. (3) The reactants are: [Br:1][C:2]1[C:11]([O:12]C)=[CH:10][CH:9]=[C:8]2[C:3]=1[CH:4]=[CH:5][C:6]([CH3:14])=[N:7]2. Given the product [Br:1][C:2]1[C:11]([OH:12])=[CH:10][CH:9]=[C:8]2[C:3]=1[CH:4]=[CH:5][C:6]([CH3:14])=[N:7]2, predict the reactants needed to synthesize it. (4) Given the product [O:1]1[C:5]2[CH:6]=[CH:7][C:8]([C:10]#[C:11][C@@H:12]3[C@H:16]4[O:17][CH2:18][C@@H:19]([O:20][S:29]([C:28]([F:41])([F:40])[F:27])(=[O:31])=[O:30])[C@H:15]4[O:14][CH2:13]3)=[CH:9][C:4]=2[O:3][CH2:2]1, predict the reactants needed to synthesize it. The reactants are: [O:1]1[C:5]2[CH:6]=[CH:7][C:8]([C:10]#[C:11][C@@H:12]3[C@H:16]4[O:17][CH2:18][C@@H:19]([OH:20])[C@H:15]4[O:14][CH2:13]3)=[CH:9][C:4]=2[O:3][CH2:2]1.N1C=CC=CC=1.[F:27][C:28]([F:41])([F:40])[S:29](O[S:29]([C:28]([F:41])([F:40])[F:27])(=[O:31])=[O:30])(=[O:31])=[O:30]. (5) Given the product [CH3:38][C:36]1[C:31]2[NH:32][C:33](=[O:35])[O:34][C:30]=2[CH:29]=[C:28]([C:26]([C:22]2[N:23]=[CH:24][N:25]=[C:20]([N:3]3[CH2:4][CH2:5][CH:6]([N:9]4[C:17]5[C:12](=[N:13][CH:14]=[CH:15][CH:16]=5)[NH:11][C:10]4=[O:18])[CH2:7][CH2:8]3)[CH:21]=2)=[O:27])[CH:37]=1, predict the reactants needed to synthesize it. The reactants are: Cl.Cl.[NH:3]1[CH2:8][CH2:7][CH:6]([N:9]2[C:17]3[C:12](=[N:13][CH:14]=[CH:15][CH:16]=3)[NH:11][C:10]2=[O:18])[CH2:5][CH2:4]1.Cl[C:20]1[N:25]=[CH:24][N:23]=[C:22]([C:26]([C:28]2[CH:37]=[C:36]([CH3:38])[C:31]3[NH:32][C:33](=[O:35])[O:34][C:30]=3[CH:29]=2)=[O:27])[CH:21]=1.CCN(C(C)C)C(C)C. (6) Given the product [CH2:16]([C@@H:23]1[CH2:27][O:26][C:25](=[O:28])[N:24]1[C:13](=[O:15])[CH2:12][CH2:11][CH2:10][CH2:9][O:8][CH2:1][C:2]1[CH:3]=[CH:4][CH:5]=[CH:6][CH:7]=1)[C:17]1[CH:18]=[CH:19][CH:20]=[CH:21][CH:22]=1, predict the reactants needed to synthesize it. The reactants are: [CH2:1]([O:8][CH2:9][CH2:10][CH2:11][CH2:12][C:13]([OH:15])=O)[C:2]1[CH:7]=[CH:6][CH:5]=[CH:4][CH:3]=1.[CH2:16]([C@@H:23]1[CH2:27][O:26][C:25](=[O:28])[NH:24]1)[C:17]1[CH:22]=[CH:21][CH:20]=[CH:19][CH:18]=1.CCN=C=NCCCN(C)C.Cl.Cl. (7) The reactants are: C(Cl)(=O)C(Cl)=O.CS(C)=O.[CH2:11]([O:18][C@@H:19]([CH2:22][CH2:23][CH2:24][CH2:25][CH2:26][CH2:27][CH2:28][CH2:29][CH2:30][CH3:31])[CH2:20][OH:21])[C:12]1[CH:17]=[CH:16][CH:15]=[CH:14][CH:13]=1.CCN(CC)CC. Given the product [CH2:11]([O:18][C@@H:19]([CH2:22][CH2:23][CH2:24][CH2:25][CH2:26][CH2:27][CH2:28][CH2:29][CH2:30][CH3:31])[CH:20]=[O:21])[C:12]1[CH:17]=[CH:16][CH:15]=[CH:14][CH:13]=1, predict the reactants needed to synthesize it. (8) Given the product [C:1]([NH:5][S:6]([C:9]1[CH:14]=[C:13]([C:15]([N:17]2[CH2:22][CH2:21][C:20]([CH2:29][CH:30]=[O:31])([C:23]3[CH:28]=[CH:27][CH:26]=[CH:25][CH:24]=3)[O:19][CH2:18]2)=[O:16])[C:12]([Cl:32])=[CH:11][C:10]=1[F:33])(=[O:8])=[O:7])([CH3:4])([CH3:2])[CH3:3], predict the reactants needed to synthesize it. The reactants are: [C:1]([NH:5][S:6]([C:9]1[CH:14]=[C:13]([C:15]([N:17]2[CH2:22][CH2:21][C:20]([CH2:29][CH2:30][OH:31])([C:23]3[CH:28]=[CH:27][CH:26]=[CH:25][CH:24]=3)[O:19][CH2:18]2)=[O:16])[C:12]([Cl:32])=[CH:11][C:10]=1[F:33])(=[O:8])=[O:7])([CH3:4])([CH3:3])[CH3:2].CS(C)=O.C(N(C(C)C)CC)(C)C.C([O-])(O)=O.[Na+]. (9) Given the product [NH2:1][C:2]1[N:7]=[CH:6][N:5]=[C:4]2[N:8]([CH2:25][CH:26]3[CH2:29][CH2:28][N:27]3[C:30]([C:31](=[CH:37][C:36]([CH3:39])([N:40]3[CH2:41][CH2:42][N:43]([CH3:46])[CH2:44][CH2:45]3)[CH3:35])[C:32]#[N:33])=[O:34])[N:9]=[C:10]([C:11]3[CH:16]=[CH:15][C:14]([O:17][C:18]4[CH:19]=[CH:20][CH:21]=[CH:22][CH:23]=4)=[CH:13][C:12]=3[F:24])[C:3]=12, predict the reactants needed to synthesize it. The reactants are: [NH2:1][C:2]1[N:7]=[CH:6][N:5]=[C:4]2[N:8]([CH2:25][CH:26]3[CH2:29][CH2:28][N:27]3[C:30](=[O:34])[CH2:31][C:32]#[N:33])[N:9]=[C:10]([C:11]3[CH:16]=[CH:15][C:14]([O:17][C:18]4[CH:23]=[CH:22][CH:21]=[CH:20][CH:19]=4)=[CH:13][C:12]=3[F:24])[C:3]=12.[CH3:35][C:36]([N:40]1[CH2:45][CH2:44][N:43]([CH3:46])[CH2:42][CH2:41]1)([CH3:39])[CH:37]=O.N1CCCC1.[Si](Cl)(C)(C)C.